This data is from Catalyst prediction with 721,799 reactions and 888 catalyst types from USPTO. The task is: Predict which catalyst facilitates the given reaction. (1) Reactant: [Br:1][C:2]1[C:7]([OH:8])=[C:6]([F:9])[C:5]([CH2:10][CH2:11][CH2:12][CH2:13][CH3:14])=[CH:4][CH:3]=1.[Br:15][C:16]1[C:21]([C:22](O)=[O:23])=[C:20]([F:25])[C:19]([CH3:26])=[CH:18][CH:17]=1.C(O)(=O)C(O)=O. Product: [Br:15][C:16]1[C:21]([C:22]([O:8][C:7]2[C:2]([Br:1])=[CH:3][CH:4]=[C:5]([CH2:10][CH2:11][CH2:12][CH2:13][CH3:14])[C:6]=2[F:9])=[O:23])=[C:20]([F:25])[C:19]([CH3:26])=[CH:18][CH:17]=1. The catalyst class is: 119. (2) Reactant: [Br:1][C:2]1[CH:3]=[C:4]([O:10][CH3:11])[C:5]([O:8][CH3:9])=[CH:6][CH:7]=1.[N+:12]([O-])([OH:14])=[O:13].O. Product: [Br:1][C:2]1[CH:3]=[C:4]([O:10][CH3:11])[C:5]([O:8][CH3:9])=[CH:6][C:7]=1[N+:12]([O-:14])=[O:13]. The catalyst class is: 15. (3) Reactant: [NH:1]1[CH2:4][CH:3]([CH2:5][N:6]2[C:10]3[CH:11]=[CH:12][CH:13]=[CH:14][C:9]=3[N:8]=[C:7]2[NH:15][C:16]([C:18]2[S:19][C:20]([C:23]3[CH:24]=[N:25][NH:26][CH:27]=3)=[CH:21][CH:22]=2)=[O:17])[CH2:2]1.[C:28]([CH2:30][C:31](O)=[O:32])#[N:29].CN(C(ON1N=NC2C=CC=NC1=2)=[N+](C)C)C.F[P-](F)(F)(F)(F)F.CN(C)C=O. Product: [C:28]([CH2:30][C:31]([N:1]1[CH2:4][CH:3]([CH2:5][N:6]2[C:10]3[CH:11]=[CH:12][CH:13]=[CH:14][C:9]=3[N:8]=[C:7]2[NH:15][C:16]([C:18]2[S:19][C:20]([C:23]3[CH:24]=[N:25][NH:26][CH:27]=3)=[CH:21][CH:22]=2)=[O:17])[CH2:2]1)=[O:32])#[N:29]. The catalyst class is: 6.